Dataset: Full USPTO retrosynthesis dataset with 1.9M reactions from patents (1976-2016). Task: Predict the reactants needed to synthesize the given product. The reactants are: C[O:2][C:3](=[O:32])[CH2:4][NH:5][C:6]([C:8]1[CH:31]=[CH:30][C:11]2[N:12]([CH3:29])[C:13]([NH:15][C:16]3[S:17][C:18]4[CH:24]=[C:23]([C:25]([F:28])([F:27])[F:26])[CH:22]=[CH:21][C:19]=4[N:20]=3)=[N:14][C:10]=2[CH:9]=1)=[O:7].[OH-].[Li+]. Given the product [CH3:29][N:12]1[C:11]2[CH:30]=[CH:31][C:8]([C:6]([NH:5][CH2:4][C:3]([OH:32])=[O:2])=[O:7])=[CH:9][C:10]=2[N:14]=[C:13]1[NH:15][C:16]1[S:17][C:18]2[CH:24]=[C:23]([C:25]([F:28])([F:27])[F:26])[CH:22]=[CH:21][C:19]=2[N:20]=1, predict the reactants needed to synthesize it.